Task: Predict the reactants needed to synthesize the given product.. Dataset: Full USPTO retrosynthesis dataset with 1.9M reactions from patents (1976-2016) (1) Given the product [Cl:22][C:14]1[CH:15]=[C:16]([CH:19]=[C:20]([Cl:21])[C:13]=1[N:12]1[CH:11]=[C:5]2[CH:6]=[N:7][CH:8]=[C:9]([Cl:10])[C:4]2=[N:1]1)[C:17]#[N:18], predict the reactants needed to synthesize it. The reactants are: [N:1]([C:4]1[C:9]([Cl:10])=[CH:8][N:7]=[CH:6][C:5]=1/[CH:11]=[N:12]/[C:13]1[C:20]([Cl:21])=[CH:19][C:16]([C:17]#[N:18])=[CH:15][C:14]=1[Cl:22])=[N+]=[N-]. (2) The reactants are: [CH3:1][C:2]1[CH:9]=[CH:8][CH:7]=[C:6]([CH3:10])[C:3]=1[CH2:4]O.C(OCC)(=O)C.O.[C:18]1(=[O:28])[NH:22][C:21](=[O:23])[C:20]2=[CH:24][CH:25]=[CH:26][CH:27]=[C:19]12.[K]. Given the product [CH3:1][C:2]1[CH:9]=[CH:8][CH:7]=[C:6]([CH3:10])[C:3]=1[CH2:4][N:22]1[C:18](=[O:28])[C:19]2=[CH:27][CH:26]=[CH:25][CH:24]=[C:20]2[C:21]1=[O:23], predict the reactants needed to synthesize it. (3) Given the product [CH:5]([C@@H:8]1[CH2:12][C@@H:11]([C@@H:13]([N:34]=[N+:35]=[N-:36])[CH2:14][C@H:15]([C:19]([OH:20])=[O:39])[CH:16]([CH3:17])[CH3:18])[O:10][C:9]1=[O:37])([CH3:6])[CH3:7], predict the reactants needed to synthesize it. The reactants are: OO.[OH-].[Li+].[CH:5]([C@@H:8]1[CH2:12][C@@H:11]([C@@H:13]([N:34]=[N+:35]=[N-:36])[CH2:14][C@H:15]([C:19](N2[C@@H](CC3C=CC=CC=3)COC2=O)=[O:20])[CH:16]([CH3:18])[CH3:17])[O:10][C:9]1=[O:37])([CH3:7])[CH3:6].S([O-])([O-])=[O:39].[Na+].[Na+].C1(C)C=CC(S(O)(=O)=O)=CC=1.